Dataset: Reaction yield outcomes from USPTO patents with 853,638 reactions. Task: Predict the reaction yield, written as a fraction of the theoretical maximum amount of product (1.0 means a 100% yield; for example, 0.34 means a 34% yield). (1) The reactants are C([NH:4][C:5]1[CH:9]=[C:8]([Cl:10])[N:7]([C:11]2[CH:16]=[CH:15][C:14]([Br:17])=[CH:13][CH:12]=2)[C:6]=1[C:18]([O:20][CH2:21][CH3:22])=[O:19])(=O)C.Cl. The catalyst is C(O)C. The product is [NH2:4][C:5]1[CH:9]=[C:8]([Cl:10])[N:7]([C:11]2[CH:12]=[CH:13][C:14]([Br:17])=[CH:15][CH:16]=2)[C:6]=1[C:18]([O:20][CH2:21][CH3:22])=[O:19]. The yield is 0.640. (2) The product is [Cl:1][C:2]1[CH:7]=[C:6]([F:8])[CH:5]=[CH:4][C:3]=1[S:9][C:11]1[CH:16]=[CH:15][CH:14]=[CH:13][C:12]=1[N+:17]([O-:19])=[O:18].[Cl:20][C:21]1[CH:26]=[C:25]([F:27])[CH:24]=[CH:23][C:22]=1[S:28][C:29]1[CH:35]=[CH:34][CH:33]=[CH:32][C:30]=1[NH:31][C:40]([NH:41][C:37]1[S:9][CH:3]=[CH:2][N:36]=1)=[O:18]. No catalyst specified. The yield is 0.800. The reactants are [Cl:1][C:2]1[CH:7]=[C:6]([F:8])[CH:5]=[CH:4][C:3]=1[SH:9].F[C:11]1[CH:16]=[CH:15][CH:14]=[CH:13][C:12]=1[N+:17]([O-:19])=[O:18].[Cl:20][C:21]1[CH:26]=[C:25]([F:27])[CH:24]=[CH:23][C:22]=1[S:28][C:29]1[CH:35]=[CH:34][CH:33]=[CH:32][C:30]=1[NH2:31].[NH2:36][C:37]1SC=[CH:40][N:41]=1.